From a dataset of Forward reaction prediction with 1.9M reactions from USPTO patents (1976-2016). Predict the product of the given reaction. (1) Given the reactants C[Si](C)(C)[N:3]1[CH2:7][CH2:6][CH2:5][C:4]1=[O:8].[Li+].CC([N-]C(C)C)C.[Cl:19][C:20]1[CH:25]=[C:24]([Cl:26])[CH:23]=[CH:22][C:21]=1[CH2:27]Cl.O, predict the reaction product. The product is: [Cl:19][C:20]1[CH:25]=[C:24]([Cl:26])[CH:23]=[CH:22][C:21]=1[CH2:27][CH:5]1[CH2:6][CH2:7][NH:3][C:4]1=[O:8]. (2) Given the reactants [CH:1]1[C:13]2[CH:12]([CH2:14][O:15][C:16](=[O:37])[NH:17][C:18]3[CH:23]=[CH:22][C:21]([S:24][C:25]4[CH:30]=[CH:29][C:28]([C:31](Cl)=[O:32])=[CH:27][C:26]=4[N+:34]([O-:36])=[O:35])=[CH:20][CH:19]=3)[C:11]3[C:6](=[CH:7][CH:8]=[CH:9][CH:10]=3)[C:5]=2[CH:4]=[CH:3][CH:2]=1.[Cl:38][C:39]1[CH:40]=[CH:41][C:42]([NH2:45])=[N:43][CH:44]=1.C(N(C(C)C)CC)(C)C, predict the reaction product. The product is: [CH:1]1[C:13]2[CH:12]([CH2:14][O:15][C:16](=[O:37])[NH:17][C:18]3[CH:23]=[CH:22][C:21]([S:24][C:25]4[CH:30]=[CH:29][C:28]([C:31](=[O:32])[NH:45][C:42]5[CH:41]=[CH:40][C:39]([Cl:38])=[CH:44][N:43]=5)=[CH:27][C:26]=4[N+:34]([O-:36])=[O:35])=[CH:20][CH:19]=3)[C:11]3[C:6](=[CH:7][CH:8]=[CH:9][CH:10]=3)[C:5]=2[CH:4]=[CH:3][CH:2]=1. (3) Given the reactants Br[C:2]1[N:6]2[CH:7]=[CH:8][C:9]([C:11]([F:14])([F:13])[F:12])=[N:10][C:5]2=[N:4][CH:3]=1.[F:15][C:16]1[C:21]([C:22]2[CH:27]=[CH:26][N:25]=[CH:24][CH:23]=2)=[CH:20][CH:19]=[CH:18][C:17]=1B(O)O, predict the reaction product. The product is: [F:15][C:16]1[C:21]([C:22]2[CH:23]=[CH:24][N:25]=[CH:26][CH:27]=2)=[CH:20][CH:19]=[CH:18][C:17]=1[C:2]1[N:6]2[CH:7]=[CH:8][C:9]([C:11]([F:14])([F:13])[F:12])=[N:10][C:5]2=[N:4][CH:3]=1. (4) Given the reactants [C:1]([NH:4][C:5]1[CH:10]=[C:9]([C:11]2[N:12](COCC[Si](C)(C)C)[C:13]([C:24]([O:26][CH3:27])=[O:25])=[C:14]([C:16]3[CH:21]=[CH:20][C:19]([Cl:22])=[CH:18][C:17]=3[Cl:23])[N:15]=2)[CH:8]=[CH:7][N:6]=1)(=[O:3])[CH3:2].C1C(=O)N([Br:43])C(=O)C1, predict the reaction product. The product is: [C:1]([NH:4][C:5]1[CH:10]=[C:9]([C:11]2[NH:12][C:13]([C:24]([O:26][CH3:27])=[O:25])=[C:14]([C:16]3[CH:21]=[CH:20][C:19]([Cl:22])=[CH:18][C:17]=3[Cl:23])[N:15]=2)[C:8]([Br:43])=[CH:7][N:6]=1)(=[O:3])[CH3:2].